This data is from Reaction yield outcomes from USPTO patents with 853,638 reactions. The task is: Predict the reaction yield, written as a fraction of the theoretical maximum amount of product (1.0 means a 100% yield; for example, 0.34 means a 34% yield). The reactants are [CH2:1]([O:8][C:9](=[O:26])[NH:10][CH2:11][CH2:12][CH2:13][CH2:14][C:15]1[CH:20]=[CH:19][C:18]([O:21][CH2:22][CH:23]2[CH2:25][O:24]2)=[CH:17][CH:16]=1)[C:2]1[CH:7]=[CH:6][CH:5]=[CH:4][CH:3]=1.[NH3:27]. The catalyst is C(O)C. The product is [CH2:1]([O:8][C:9](=[O:26])[NH:10][CH2:11][CH2:12][CH2:13][CH2:14][C:15]1[CH:20]=[CH:19][C:18]([O:21][CH2:22][CH:23]([OH:24])[CH2:25][NH2:27])=[CH:17][CH:16]=1)[C:2]1[CH:7]=[CH:6][CH:5]=[CH:4][CH:3]=1. The yield is 0.870.